Task: Predict the reactants needed to synthesize the given product.. Dataset: Full USPTO retrosynthesis dataset with 1.9M reactions from patents (1976-2016) (1) Given the product [N+:18]([C:14]1[CH:13]=[C:12]([CH:10]2[O:11][CH2:2][C@@H:3]3[CH2:4][N:5]([C:21]([O:23][C:24]([CH3:25])([CH3:26])[CH3:27])=[O:22])[CH2:6][CH2:7][N:8]3[CH2:9]2)[CH:17]=[CH:16][CH:15]=1)([O-:20])=[O:19], predict the reactants needed to synthesize it. The reactants are: O[CH2:2][C@H:3]1[N:8]([CH2:9][C:10]([C:12]2[CH:17]=[CH:16][CH:15]=[C:14]([N+:18]([O-:20])=[O:19])[CH:13]=2)=[O:11])[CH2:7][CH2:6][N:5]([C:21]([O:23][C:24]([CH3:27])([CH3:26])[CH3:25])=[O:22])[CH2:4]1.C([SiH](CC)CC)C.C(OC(OC(C)(C)C)=O)(OC(C)(C)C)=O. (2) Given the product [CH3:15][O:7][C:6](=[O:8])[C:5]1[C:9]([CH3:11])=[CH:10][C:2]([Br:1])=[CH:3][C:4]=1[CH3:12], predict the reactants needed to synthesize it. The reactants are: [Br:1][C:2]1[CH:10]=[C:9]([CH3:11])[C:5]([C:6]([OH:8])=[O:7])=[C:4]([CH3:12])[CH:3]=1.IC.[C:15](=O)([O-])[O-].[K+].[K+]. (3) Given the product [Cl:1][C:2]1[CH:3]=[C:4]([C@@H:8]([C@@H:9]2[CH2:14][CH2:13][CH2:12][NH:11][CH2:10]2)[O:22][CH2:23][CH2:24][C:25]([NH:27][CH3:28])=[O:26])[CH:5]=[CH:6][CH:7]=1, predict the reactants needed to synthesize it. The reactants are: [Cl:1][C:2]1[CH:3]=[C:4]([C@H:8]([O:22][CH2:23][CH2:24][C:25]([NH:27][CH3:28])=[O:26])[C@@H:9]2[CH2:14][CH2:13][CH2:12][N:11](C(OC(C)(C)C)=O)[CH2:10]2)[CH:5]=[CH:6][CH:7]=1. (4) Given the product [CH3:1][NH:2][C:18]([C:12]1[CH2:13][O:14][C:15]2[CH:16]=[CH:17][C:8]3[CH:7]=[CH:6][C:5]([O:4][CH3:3])=[CH:21][C:9]=3[C:10]=2[CH:11]=1)=[O:19], predict the reactants needed to synthesize it. The reactants are: [CH3:1][NH2:2].[CH3:3][O:4][C:5]1[CH:6]=[CH:7][C:8]2[CH:17]=[CH:16][C:15]3[O:14][CH2:13][C:12]([C:18](O)=[O:19])=[CH:11][C:10]=3[C:9]=2[CH:21]=1. (5) Given the product [Cl:1][CH2:2][C:3]([CH3:8])([CH3:7])[C:4]([N:11]1[CH2:12][CH2:13][CH2:10][CH2:9]1)=[O:5], predict the reactants needed to synthesize it. The reactants are: [Cl:1][CH2:2][C:3]([CH3:8])([CH3:7])[C:4](Cl)=[O:5].[CH2:9]([N:11](CC)[CH2:12][CH3:13])[CH3:10].N1CCCC1. (6) Given the product [CH:1]1([O:6][C:7]2[CH:8]=[C:9]([CH:15]([N:20]3[C:28](=[O:29])[C:27]4=[C:26]([CH3:30])[CH:25]=[CH:24][CH:23]=[C:22]4[C:21]3=[O:31])[CH2:16][C:17]([NH:45][OH:46])=[O:18])[CH:10]=[CH:11][C:12]=2[O:13][CH3:14])[CH2:5][CH2:4][CH2:3][CH2:2]1, predict the reactants needed to synthesize it. The reactants are: [CH:1]1([O:6][C:7]2[CH:8]=[C:9]([CH:15]([N:20]3[C:28](=[O:29])[C:27]4[C:22](=[CH:23][CH:24]=[CH:25][C:26]=4[CH3:30])[C:21]3=[O:31])[CH2:16][C:17](O)=[O:18])[CH:10]=[CH:11][C:12]=2[O:13][CH3:14])[CH2:5][CH2:4][CH2:3][CH2:2]1.C(N1C=CN=C1)(N1C=CN=C1)=O.Cl.[NH2:45][OH:46].